Dataset: NCI-60 drug combinations with 297,098 pairs across 59 cell lines. Task: Regression. Given two drug SMILES strings and cell line genomic features, predict the synergy score measuring deviation from expected non-interaction effect. (1) Drug 1: CC1=C(C(=O)C2=C(C1=O)N3CC4C(C3(C2COC(=O)N)OC)N4)N. Drug 2: CC(C)(C#N)C1=CC=C(C=C1)N2C3=C4C=C(C=CC4=NC=C3N(C2=O)C)C5=CC6=CC=CC=C6N=C5. Cell line: SK-OV-3. Synergy scores: CSS=72.0, Synergy_ZIP=1.82, Synergy_Bliss=1.17, Synergy_Loewe=6.08, Synergy_HSA=9.73. (2) Drug 1: CC(C1=C(C=CC(=C1Cl)F)Cl)OC2=C(N=CC(=C2)C3=CN(N=C3)C4CCNCC4)N. Drug 2: C1=NC2=C(N=C(N=C2N1C3C(C(C(O3)CO)O)O)F)N. Cell line: ACHN. Synergy scores: CSS=8.71, Synergy_ZIP=-2.79, Synergy_Bliss=4.52, Synergy_Loewe=4.03, Synergy_HSA=4.18. (3) Drug 1: CCCCC(=O)OCC(=O)C1(CC(C2=C(C1)C(=C3C(=C2O)C(=O)C4=C(C3=O)C=CC=C4OC)O)OC5CC(C(C(O5)C)O)NC(=O)C(F)(F)F)O. Drug 2: CC1C(C(CC(O1)OC2CC(CC3=C2C(=C4C(=C3O)C(=O)C5=CC=CC=C5C4=O)O)(C(=O)C)O)N)O. Cell line: OVCAR-8. Synergy scores: CSS=36.5, Synergy_ZIP=0.588, Synergy_Bliss=0.895, Synergy_Loewe=-9.98, Synergy_HSA=1.20.